Dataset: Forward reaction prediction with 1.9M reactions from USPTO patents (1976-2016). Task: Predict the product of the given reaction. (1) Given the reactants [NH2:1][C:2]1[CH:10]=[CH:9][C:5]([C:6]([OH:8])=[O:7])=[CH:4][C:3]=1[O:11][CH3:12].[CH3:13]O, predict the reaction product. The product is: [CH3:13][O:7][C:6](=[O:8])[C:5]1[CH:9]=[CH:10][C:2]([NH2:1])=[C:3]([O:11][CH3:12])[CH:4]=1. (2) The product is: [N+:14]([C:12]1[C:2]([Br:1])=[C:3]([Cl:13])[C:4]2[O:8][C:7]([F:10])([F:9])[O:6][C:5]=2[CH:11]=1)([O-:16])=[O:15]. Given the reactants [Br:1][C:2]1[CH:12]=[CH:11][C:5]2[O:6][C:7]([F:10])([F:9])[O:8][C:4]=2[C:3]=1[Cl:13].[N+:14]([O-])([OH:16])=[O:15], predict the reaction product. (3) Given the reactants [F:1][C:2]1[CH:3]=[C:4]([NH:8][C:9]2[N:14]=[C:13]([NH:15][CH2:16][CH2:17][CH3:18])[C:12]([CH2:19][S:20][C:21]3[CH:26]=[CH:25][CH:24]=[C:23]([N+:27]([O-])=O)[CH:22]=3)=[CH:11][N:10]=2)[CH:5]=[CH:6][CH:7]=1.[Sn](Cl)Cl.O, predict the reaction product. The product is: [NH2:27][C:23]1[CH:22]=[C:21]([S:20][CH2:19][C:12]2[C:13]([NH:15][CH2:16][CH2:17][CH3:18])=[N:14][C:9]([NH:8][C:4]3[CH:5]=[CH:6][CH:7]=[C:2]([F:1])[CH:3]=3)=[N:10][CH:11]=2)[CH:26]=[CH:25][CH:24]=1. (4) The product is: [OH:9][C@@H:10]1[C@H:6]([NH:7][C:12](=[O:13])[O:14][C:15]([CH3:16])([CH3:17])[CH3:18])[CH:5]=[C:4]([C:19]2[CH:24]=[CH:23][N:22]=[CH:21][C:20]=2[N+:25]([O-:27])=[O:26])[CH2:3][C@@H:2]1[CH3:1]. Given the reactants [CH3:1][CH:2]1[CH:10]2[CH:6]([N:7]([C:12]([O:14][C:15]([CH3:18])([CH3:17])[CH3:16])=[O:13])C(=O)[O:9]2)[CH:5]=[C:4]([C:19]2[CH:24]=[CH:23][N:22]=[CH:21][C:20]=2[N+:25]([O-:27])=[O:26])[CH2:3]1.[Li+].[OH-], predict the reaction product. (5) Given the reactants [CH:1]([C:3]1[CH:12]=[CH:11][C:6]([C:7]([O:9][CH3:10])=[O:8])=[CH:5][C:4]=1[OH:13])=O.[NH2:14][CH2:15][CH2:16][C:17]1[C:25]2[C:20](=[CH:21][CH:22]=[CH:23][CH:24]=2)[NH:19][CH:18]=1.[CH3:26][C:27]([CH2:29][C:30]([C:32](OC)=[O:33])=[O:31])=[O:28], predict the reaction product. The product is: [NH:19]1[C:20]2[C:25](=[CH:24][CH:23]=[CH:22][CH:21]=2)[C:17]([CH2:16][CH2:15][N:14]2[C:32](=[O:33])[C:30]([OH:31])=[C:29]([C:27](=[O:28])[CH3:26])[CH:1]2[C:3]2[CH:12]=[CH:11][C:6]([C:7]([O:9][CH3:10])=[O:8])=[CH:5][C:4]=2[OH:13])=[CH:18]1. (6) Given the reactants C(O[C:4]([C:6]1[C:7]2[S:15][CH:14]=[C:13]([CH2:16][O:17][C:18]3[CH:23]=[CH:22][CH:21]=[C:20]([C:24](=[O:33])[NH:25][C:26]4[CH:31]=[CH:30][C:29]([Cl:32])=[CH:28][CH:27]=4)[CH:19]=3)[C:8]=2[C:9]([NH2:12])=[N:10][CH:11]=1)=[O:5])C.[NH:34]1[CH2:39][CH2:38][O:37][CH2:36][CH2:35]1, predict the reaction product. The product is: [NH2:12][C:9]1[C:8]2[C:13]([CH2:16][O:17][C:18]3[CH:19]=[C:20]([CH:21]=[CH:22][CH:23]=3)[C:24]([NH:25][C:26]3[CH:31]=[CH:30][C:29]([Cl:32])=[CH:28][CH:27]=3)=[O:33])=[CH:14][S:15][C:7]=2[C:6]([C:4]([N:34]2[CH2:39][CH2:38][O:37][CH2:36][CH2:35]2)=[O:5])=[CH:11][N:10]=1. (7) Given the reactants [NH2:1][C:2]1[N:3]=[CH:4][N:5]([CH3:12])[C:6]=1[C:7]([O:9][CH2:10][CH3:11])=[O:8].C1(P(C2C=CC=CC=2)C2C=CC=CC=2)C=CC=CC=1.ClC(Cl)(Cl)C(Cl)(Cl)Cl.[F:40][C:41]1[CH:49]=[CH:48]C(C(Cl)=O)=[CH:43][CH:42]=1, predict the reaction product. The product is: [F:40][C:41]1[CH:49]=[CH:48][C:11]([C:10]2[O:9][C:7](=[O:8])[C:6]3[N:5]([CH3:12])[CH:4]=[N:3][C:2]=3[N:1]=2)=[CH:43][CH:42]=1. (8) Given the reactants C([O:8][CH2:9][C@H:10]([CH3:28])[O:11][C:12]1[CH:13]=[C:14]([N:18]2[C:22]([NH2:23])=[CH:21][C:20]([C:24]([CH3:27])([CH3:26])[CH3:25])=[N:19]2)[CH:15]=[CH:16][CH:17]=1)C1C=CC=CC=1.N#N.C([O-])=O.[NH4+], predict the reaction product. The product is: [NH2:23][C:22]1[N:18]([C:14]2[CH:13]=[C:12]([CH:17]=[CH:16][CH:15]=2)[O:11][C@@H:10]([CH3:28])[CH2:9][OH:8])[N:19]=[C:20]([C:24]([CH3:25])([CH3:27])[CH3:26])[CH:21]=1. (9) Given the reactants [CH3:1][N:2]([C:4]([NH:6][C:7]([NH2:9])=[NH:8])=[NH:5])[CH3:3].[OH-].[Na+].[C:12]([OH:20])(=[O:19])[CH2:13][CH2:14][CH2:15][C:16]([OH:18])=[O:17].C(Cl)Cl, predict the reaction product. The product is: [CH3:1][N:2]([C:4]([NH:6][C:7]([NH2:9])=[NH:8])=[NH:5])[CH3:3].[C:12]([O-:20])(=[O:19])[CH2:13][CH2:14][CH2:15][C:16]([O-:18])=[O:17].